This data is from Forward reaction prediction with 1.9M reactions from USPTO patents (1976-2016). The task is: Predict the product of the given reaction. (1) Given the reactants ClCC1C=CC(C(Cl)=O)=CC=1.[CH3:12][O:13][C:14]1[CH:15]=[C:16]2[C:21](=[CH:22][C:23]=1[O:24][CH3:25])[N:20]=[CH:19][N:18]=[C:17]2[O:26][C:27]1[CH:33]=[CH:32][C:30]([NH2:31])=[CH:29][CH:28]=1.[Cl:34][CH2:35][C:36]1[CH:41]=[CH:40][C:39]([C:42]([N:44]=[C:45]=[S:46])=[O:43])=[CH:38][CH:37]=1, predict the reaction product. The product is: [Cl:34][CH2:35][C:36]1[CH:37]=[CH:38][C:39]([C:42]([N:44]=[C:45]=[S:46])=[O:43])=[CH:40][CH:41]=1.[Cl:34][CH2:35][C:36]1[CH:37]=[CH:38][C:39]([C:42]([NH:44][C:45]([NH:31][C:30]2[CH:32]=[CH:33][C:27]([O:26][C:17]3[C:16]4[C:21](=[CH:22][C:23]([O:24][CH3:25])=[C:14]([O:13][CH3:12])[CH:15]=4)[N:20]=[CH:19][N:18]=3)=[CH:28][CH:29]=2)=[S:46])=[O:43])=[CH:40][CH:41]=1. (2) Given the reactants [Cl:1][C:2]1[C:10]([C:11]#[N:12])=[CH:9][CH:8]=[C:7]2[C:3]=1[CH:4]=[C:5]([CH3:13])[NH:6]2.Br[CH2:15][CH2:16][O:17][C:18]1[CH:23]=[CH:22][C:21]([F:24])=[CH:20][C:19]=1[F:25], predict the reaction product. The product is: [Cl:1][C:2]1[C:10]([C:11]#[N:12])=[CH:9][CH:8]=[C:7]2[C:3]=1[CH:4]=[C:5]([CH3:13])[N:6]2[CH2:15][CH2:16][O:17][C:18]1[CH:23]=[CH:22][C:21]([F:24])=[CH:20][C:19]=1[F:25]. (3) The product is: [N:1]1[CH:2]=[CH:3][C:4]([C:7]2[N:8]=[C:9]([NH:12][C:13]3[CH:14]=[C:15]([CH:20]=[CH:21][CH:22]=3)[C:16]([OH:18])=[O:17])[S:10][CH:11]=2)=[CH:5][CH:6]=1. Given the reactants [N:1]1[CH:6]=[CH:5][C:4]([C:7]2[N:8]=[C:9]([NH:12][C:13]3[CH:14]=[C:15]([CH:20]=[CH:21][CH:22]=3)[C:16]([O:18]C)=[O:17])[S:10][CH:11]=2)=[CH:3][CH:2]=1.[OH-].[Na+], predict the reaction product. (4) Given the reactants [NH2:1][C:2]1[CH:3]=[C:4]([C:8]([C:10]2[C:14]3[CH:15]=[N:16][CH:17]=[CH:18][C:13]=3[N:12]([C:19]([CH3:30])([CH3:29])[CH2:20][O:21][Si:22]([C:25]([CH3:28])([CH3:27])[CH3:26])([CH3:24])[CH3:23])[CH:11]=2)=[O:9])[CH:5]=[N:6][CH:7]=1.[F:31][C:32]1[CH:33]=[CH:34][C:35]([CH2:38][C:39](O)=[O:40])=[N:36][CH:37]=1, predict the reaction product. The product is: [Si:22]([O:21][CH2:20][C:19]([N:12]1[C:13]2[CH:18]=[CH:17][N:16]=[CH:15][C:14]=2[C:10]([C:8]([C:4]2[CH:3]=[C:2]([NH:1][C:39](=[O:40])[CH2:38][C:35]3[CH:34]=[CH:33][C:32]([F:31])=[CH:37][N:36]=3)[CH:7]=[N:6][CH:5]=2)=[O:9])=[CH:11]1)([CH3:30])[CH3:29])([C:25]([CH3:28])([CH3:27])[CH3:26])([CH3:23])[CH3:24].